Task: Predict the reactants needed to synthesize the given product.. Dataset: Full USPTO retrosynthesis dataset with 1.9M reactions from patents (1976-2016) (1) Given the product [CH:23]1([C:19]2([CH:20]3[CH2:22][CH2:21]3)[CH:13]3[CH2:12][N:11]([C:34]([NH:33][CH2:32][C:31]4[CH:30]=[CH:29][C:28]([F:27])=[CH:37][CH:36]=4)=[O:35])[CH2:16][CH2:15][N:14]3[C:17](=[O:26])[O:18]2)[CH2:25][CH2:24]1, predict the reactants needed to synthesize it. The reactants are: C1(COC([N:11]2[CH2:16][CH2:15][N:14]3[C:17](=[O:26])[O:18][C:19]([CH:23]4[CH2:25][CH2:24]4)([CH:20]4[CH2:22][CH2:21]4)[CH:13]3[CH2:12]2)=O)C=CC=CC=1.[F:27][C:28]1[CH:37]=[CH:36][C:31]([CH2:32][N:33]=[C:34]=[O:35])=[CH:30][CH:29]=1. (2) Given the product [Cl:1][C:2]1[C:3]([N:27]([CH3:28])[CH3:29])=[CH:4][C:5]2[N:11]=[C:10]([C:12]3[CH:17]=[CH:16][CH:15]=[C:14]([C:18]4[S:19][CH:20]=[C:21]([CH2:23][N:30]5[CH2:35][CH2:34][O:33][CH2:32][CH2:31]5)[N:22]=4)[CH:13]=3)[CH2:9][C:8](=[O:25])[NH:7][C:6]=2[CH:26]=1, predict the reactants needed to synthesize it. The reactants are: [Cl:1][C:2]1[C:3]([N:27]([CH3:29])[CH3:28])=[CH:4][C:5]2[N:11]=[C:10]([C:12]3[CH:17]=[CH:16][CH:15]=[C:14]([C:18]4[S:19][CH:20]=[C:21]([CH2:23]Cl)[N:22]=4)[CH:13]=3)[CH2:9][C:8](=[O:25])[NH:7][C:6]=2[CH:26]=1.[NH:30]1[CH2:35][CH2:34][O:33][CH2:32][CH2:31]1.O. (3) Given the product [Br:3][C:4]1[N:5]([C:20]2[C:29]3[C:24](=[CH:25][CH:26]=[CH:27][CH:28]=3)[C:23]([CH:30]3[CH2:32][CH2:31]3)=[CH:22][CH:21]=2)[C:6]([S:9][CH2:10][C:11]([NH:13][CH2:14][C:15]([OH:17])=[O:16])=[O:12])=[N:7][N:8]=1, predict the reactants needed to synthesize it. The reactants are: [OH-].[Li+].[Br:3][C:4]1[N:5]([C:20]2[C:29]3[C:24](=[CH:25][CH:26]=[CH:27][CH:28]=3)[C:23]([CH:30]3[CH2:32][CH2:31]3)=[CH:22][CH:21]=2)[C:6]([S:9][CH2:10][C:11]([NH:13][CH2:14][C:15]([O:17]CC)=[O:16])=[O:12])=[N:7][N:8]=1. (4) Given the product [Br:3][C:4]1[CH:9]=[CH:8][C:7]([CH2:10][CH:11]([NH:32][C:33]([N:35]2[CH2:36][CH2:37][CH:38]([N:41]3[CH2:50][C:49]4[C:44](=[CH:45][CH:46]=[CH:47][CH:48]=4)[NH:43][C:42]3=[O:51])[CH2:39][CH2:40]2)=[O:34])[C:12]([N:14]2[CH2:19][CH2:18][CH:17]([N:20]3[CH2:25][CH2:24][N:23]([CH2:26][C:27]([OH:29])=[O:28])[CH2:22][CH2:21]3)[CH2:16][CH2:15]2)=[O:13])=[CH:6][C:5]=1[CH3:52], predict the reactants needed to synthesize it. The reactants are: [OH-].[Na+].[Br:3][C:4]1[CH:9]=[CH:8][C:7]([CH2:10][CH:11]([NH:32][C:33]([N:35]2[CH2:40][CH2:39][CH:38]([N:41]3[CH2:50][C:49]4[C:44](=[CH:45][CH:46]=[CH:47][CH:48]=4)[NH:43][C:42]3=[O:51])[CH2:37][CH2:36]2)=[O:34])[C:12]([N:14]2[CH2:19][CH2:18][CH:17]([N:20]3[CH2:25][CH2:24][N:23]([CH2:26][C:27]([O:29]CC)=[O:28])[CH2:22][CH2:21]3)[CH2:16][CH2:15]2)=[O:13])=[CH:6][C:5]=1[CH3:52].Cl.